From a dataset of Forward reaction prediction with 1.9M reactions from USPTO patents (1976-2016). Predict the product of the given reaction. (1) Given the reactants [O-:1][N+:2]1[C:7]2[CH:8]=[CH:9][CH:10]=[CH:11][C:6]=2[N:5]=[C:4]([NH:12][CH2:13][CH2:14]O)[N:3]=1.CCN(CC)CC.[CH2:23]([NH:26][CH2:27][CH2:28][CH3:29])[CH2:24][CH3:25].C(Cl)[Cl:31], predict the reaction product. The product is: [ClH:31].[O-:1][N+:2]1[C:7]2[CH:8]=[CH:9][CH:10]=[CH:11][C:6]=2[N:5]=[C:4]([NH:12][CH2:13][CH2:14][N:26]([CH2:27][CH2:28][CH3:29])[CH2:23][CH2:24][CH3:25])[N:3]=1. (2) Given the reactants ClC1C=C(C=CC=1)C(OO)=O.[Br:12][C:13]1[CH:14]=[CH:15][C:16]2[C:17]3[N:25]([CH2:26][CH2:27][NH:28][S:29]([CH3:32])(=[O:31])=[O:30])[C:24]([CH2:33][CH2:34][CH2:35][CH3:36])=[N:23][C:18]=3[CH:19]=[N:20][C:21]=2[CH:22]=1.[OH-].[NH4+:38].C1(C)C=CC(S(Cl)(=O)=O)=CC=1.C(=O)([O-])[O-].[K+].[K+], predict the reaction product. The product is: [NH2:38][C:19]1[C:18]2[N:23]=[C:24]([CH2:33][CH2:34][CH2:35][CH3:36])[N:25]([CH2:26][CH2:27][NH:28][S:29]([CH3:32])(=[O:30])=[O:31])[C:17]=2[C:16]2[CH:15]=[CH:14][C:13]([Br:12])=[CH:22][C:21]=2[N:20]=1. (3) Given the reactants [OH-].[Li+].[F:3][C:4]1[CH:9]=[C:8]([F:10])[CH:7]=[CH:6][C:5]=1[NH:11][C:12]([NH:14][CH2:15][CH2:16][C:17]1[CH:34]=[CH:33][C:20]([O:21][CH2:22][C:23]2[CH:32]=[CH:31][CH:30]=[CH:29][C:24]=2[C:25]([O:27]C)=[O:26])=[CH:19][CH:18]=1)=[O:13], predict the reaction product. The product is: [F:3][C:4]1[CH:9]=[C:8]([F:10])[CH:7]=[CH:6][C:5]=1[NH:11][C:12]([NH:14][CH2:15][CH2:16][C:17]1[CH:34]=[CH:33][C:20]([O:21][CH2:22][C:23]2[CH:32]=[CH:31][CH:30]=[CH:29][C:24]=2[C:25]([OH:27])=[O:26])=[CH:19][CH:18]=1)=[O:13]. (4) The product is: [N:14]1([C:11]([C@H:8]2[CH2:7][CH2:6][C@H:5]([C:3]([O:2][CH3:1])=[O:4])[CH2:10][CH2:9]2)=[O:13])[CH2:18][CH2:17][CH2:16][CH2:15]1. Given the reactants [CH3:1][O:2][C:3]([C@H:5]1[CH2:10][CH2:9][C@H:8]([C:11]([OH:13])=O)[CH2:7][CH2:6]1)=[O:4].[NH:14]1[CH2:18][CH2:17][CH2:16][CH2:15]1.C(N(CC)CC)C, predict the reaction product. (5) Given the reactants C(Cl)(=O)C(C)(C)C.[CH3:8][C:9]([CH3:24])([O:11][C:12]([NH:14][C@@H:15]1[CH2:20][CH2:19][C@H:18]([C:21](O)=[O:22])[CH2:17][CH2:16]1)=[O:13])[CH3:10].[NH3:25], predict the reaction product. The product is: [C:9]([O:11][C:12](=[O:13])[NH:14][C@H:15]1[CH2:20][CH2:19][C@@H:18]([C:21](=[O:22])[NH2:25])[CH2:17][CH2:16]1)([CH3:24])([CH3:10])[CH3:8]. (6) Given the reactants [NH2:1][C:2]1[C:11]2[N:12]=[C:13]([CH2:33][CH3:34])[N:14]([CH2:15][CH2:16][CH2:17][CH2:18][N:19]([CH:27]3[CH2:32][CH2:31][O:30][CH2:29][CH2:28]3)C(=O)OC(C)(C)C)[C:10]=2[C:9]2[CH:8]=[CH:7][CH:6]=[CH:5][C:4]=2[N:3]=1, predict the reaction product. The product is: [CH2:33]([C:13]1[N:14]([CH2:15][CH2:16][CH2:17][CH2:18][NH:19][CH:27]2[CH2:32][CH2:31][O:30][CH2:29][CH2:28]2)[C:10]2[C:9]3[CH:8]=[CH:7][CH:6]=[CH:5][C:4]=3[N:3]=[C:2]([NH2:1])[C:11]=2[N:12]=1)[CH3:34].